From a dataset of Peptide-MHC class I binding affinity with 185,985 pairs from IEDB/IMGT. Regression. Given a peptide amino acid sequence and an MHC pseudo amino acid sequence, predict their binding affinity value. This is MHC class I binding data. (1) The peptide sequence is GLKISLCGI. The MHC is HLA-A02:01 with pseudo-sequence HLA-A02:01. The binding affinity (normalized) is 0.574. (2) The peptide sequence is VPRRKAKII. The MHC is HLA-B58:01 with pseudo-sequence HLA-B58:01. The binding affinity (normalized) is 0. (3) The peptide sequence is LLFLPKAAY. The MHC is HLA-B15:01 with pseudo-sequence HLA-B15:01. The binding affinity (normalized) is 0.575. (4) The peptide sequence is DEQEFFYSQ. The MHC is HLA-B39:01 with pseudo-sequence HLA-B39:01. The binding affinity (normalized) is 0.0847. (5) The peptide sequence is KSLTTTMQFK. The MHC is HLA-C07:01 with pseudo-sequence HLA-C07:01. The binding affinity (normalized) is 0.337. (6) The peptide sequence is VMKLFTISV. The MHC is HLA-A02:01 with pseudo-sequence HLA-A02:01. The binding affinity (normalized) is 0.808. (7) The peptide sequence is LLWTLVVLL. The MHC is HLA-A02:03 with pseudo-sequence HLA-A02:03. The binding affinity (normalized) is 0.570. (8) The peptide sequence is GVFPINESF. The MHC is HLA-B39:01 with pseudo-sequence HLA-B39:01. The binding affinity (normalized) is 0.0847. (9) The peptide sequence is LEKARGSTY. The MHC is HLA-A11:01 with pseudo-sequence HLA-A11:01. The binding affinity (normalized) is 0.107. (10) The peptide sequence is KLYIALCKV. The MHC is HLA-A02:02 with pseudo-sequence HLA-A02:02. The binding affinity (normalized) is 0.746.